Dataset: Forward reaction prediction with 1.9M reactions from USPTO patents (1976-2016). Task: Predict the product of the given reaction. (1) Given the reactants [CH3:1][O:2][C:3]1[CH:20]=[CH:19][C:6]([CH2:7][C:8]2[C:17]3[C:12](=[CH:13][CH:14]=[CH:15][CH:16]=3)[C:11](=O)[NH:10][N:9]=2)=[CH:5][CH:4]=1.P(Cl)(Cl)([Cl:23])=O, predict the reaction product. The product is: [CH3:1][O:2][C:3]1[CH:20]=[CH:19][C:6]([CH2:7][C:8]2[C:17]3[C:12](=[CH:13][CH:14]=[CH:15][CH:16]=3)[C:11]([Cl:23])=[N:10][N:9]=2)=[CH:5][CH:4]=1. (2) Given the reactants [Br:1][C:2]1[C:7]([N+:8]([O-])=O)=[CH:6][C:5]([NH:11][C:12]2[N:17]=[C:16]([C:18]3[C:26]4[C:21](=[CH:22][CH:23]=[CH:24][CH:25]=4)[N:20]([CH3:27])[CH:19]=3)[CH:15]=[CH:14][N:13]=2)=[C:4]([O:28][CH3:29])[CH:3]=1.[NH4+].[Cl-].O, predict the reaction product. The product is: [Br:1][C:2]1[CH:3]=[C:4]([O:28][CH3:29])[C:5]([NH:11][C:12]2[N:17]=[C:16]([C:18]3[C:26]4[C:21](=[CH:22][CH:23]=[CH:24][CH:25]=4)[N:20]([CH3:27])[CH:19]=3)[CH:15]=[CH:14][N:13]=2)=[CH:6][C:7]=1[NH2:8]. (3) Given the reactants [NH:1]1[C:9]2[C:4](=[CH:5][CH:6]=[CH:7][CH:8]=2)[CH:3]=[CH:2]1.[OH-].[K+].[Br:12][CH2:13][CH2:14][CH2:15]Br, predict the reaction product. The product is: [N:1]1([CH2:15][CH2:14][CH2:13][Br:12])[C:9]2[C:4](=[CH:5][CH:6]=[CH:7][CH:8]=2)[CH:3]=[CH:2]1. (4) Given the reactants [Cl:1][C:2]1[CH:7]=[CH:6][C:5]([C:8]2[O:12][C:11]([CH3:13])=[C:10]([CH:14]([CH:25]3[CH2:30][CH2:29][CH2:28][CH2:27][CH2:26]3)[O:15][C:16]3[CH:24]=[CH:23][C:19]([C:20](O)=[O:21])=[CH:18][CH:17]=3)[CH:9]=2)=[CH:4][CH:3]=1.[CH3:31][NH:32][CH2:33][CH2:34][C:35]([O:37]CC)=[O:36], predict the reaction product. The product is: [Cl:1][C:2]1[CH:7]=[CH:6][C:5]([C:8]2[O:12][C:11]([CH3:13])=[C:10]([CH:14]([CH:25]3[CH2:30][CH2:29][CH2:28][CH2:27][CH2:26]3)[O:15][C:16]3[CH:17]=[CH:18][C:19]([C:20]([N:32]([CH3:31])[CH2:33][CH2:34][C:35]([OH:37])=[O:36])=[O:21])=[CH:23][CH:24]=3)[CH:9]=2)=[CH:4][CH:3]=1. (5) Given the reactants [H-].[Na+].[C:3]([O:7][CH3:8])(=[O:6])[CH2:4][SH:5].[C:9]([O:13][C:14]([N:16]1[CH2:21][CH2:20][CH:19](S(C)(=O)=O)[CH2:18][CH2:17]1)=[O:15])([CH3:12])([CH3:11])[CH3:10], predict the reaction product. The product is: [C:9]([O:13][C:14]([N:16]1[CH2:21][CH2:20][CH:19]([S:5][CH2:4][C:3]([O:7][CH3:8])=[O:6])[CH2:18][CH2:17]1)=[O:15])([CH3:12])([CH3:10])[CH3:11]. (6) Given the reactants [NH2:1][C:2]1[C:3]([C:21]#[N:22])=[C:4]([CH:18]=[CH:19][CH:20]=1)[O:5][CH:6]1[CH2:11][CH2:10][CH2:9][CH2:8][CH:7]1[NH:12][C:13](=[O:17])[CH:14]([CH3:16])[CH3:15].O=[C:24]([CH3:31])[CH2:25][C:26]([O:28][CH2:29][CH3:30])=[O:27], predict the reaction product. The product is: [NH2:22][C:21]1[C:3]2[C:2](=[CH:20][CH:19]=[CH:18][C:4]=2[O:5][CH:6]2[CH2:11][CH2:10][CH2:9][CH2:8][CH:7]2[NH:12][C:13](=[O:17])[CH:14]([CH3:16])[CH3:15])[N:1]=[C:24]([CH3:31])[C:25]=1[C:26]([O:28][CH2:29][CH3:30])=[O:27]. (7) Given the reactants C(N(CC)CC)C.[I-:8].O[CH2:10][C@H:11]([CH:13]1[C@:21]2([CH3:22])[CH:16]([CH:17]([OH:23])[CH2:18][CH2:19][CH2:20]2)[CH2:15][CH2:14]1)[CH3:12], predict the reaction product. The product is: [I:8][CH2:10][C@H:11]([CH:13]1[C@:21]2([CH3:22])[CH:16]([CH:17]([OH:23])[CH2:18][CH2:19][CH2:20]2)[CH2:15][CH2:14]1)[CH3:12].